From a dataset of Full USPTO retrosynthesis dataset with 1.9M reactions from patents (1976-2016). Predict the reactants needed to synthesize the given product. (1) Given the product [C:29]([C:27]1[O:28][C:24]2[CH:23]=[CH:22][C:21]([NH:20][C:8]3[C:9](=[O:10])[N:5]([CH2:1][CH2:2][CH2:3][CH3:4])[S:6](=[O:19])(=[O:18])[C:7]=3[C:12]3[CH:17]=[CH:16][CH:15]=[CH:14][CH:13]=3)=[CH:32][C:25]=2[CH:26]=1)(=[O:31])[CH3:30], predict the reactants needed to synthesize it. The reactants are: [CH2:1]([N:5]1[C:9](=[O:10])[C:8](Cl)=[C:7]([C:12]2[CH:17]=[CH:16][CH:15]=[CH:14][CH:13]=2)[S:6]1(=[O:19])=[O:18])[CH2:2][CH2:3][CH3:4].[NH2:20][C:21]1[CH:22]=[CH:23][C:24]2[O:28][C:27]([C:29](=[O:31])[CH3:30])=[CH:26][C:25]=2[CH:32]=1. (2) Given the product [CH3:1][O:2][C:3]1[CH:8]=[C:7]([CH:29]=[O:30])[C:6]([O:9][CH2:10][O:11][CH3:12])=[CH:5][N:4]=1, predict the reactants needed to synthesize it. The reactants are: [CH3:1][O:2][C:3]1[CH:8]=[CH:7][C:6]([O:9][CH2:10][O:11][CH3:12])=[CH:5][N:4]=1.CN(CCN(C)C)C.[Li]CCCC.CN([CH:29]=[O:30])C. (3) Given the product [Cl:24][CH2:23][CH2:22][CH2:21][C:12]1[C:8]2[CH:9]=[CH:10][C:11]3[CH:1]=[CH:2][CH:3]=[CH:4][C:5]=3[CH:6]([C:16]#[N:17])[C:7]=2[CH:15]=[CH:14][CH:13]=1, predict the reactants needed to synthesize it. The reactants are: [CH:1]1[C:11]2[CH:10]=[CH:9][C:8]3[CH:12]=[CH:13][CH:14]=[CH:15][C:7]=3[CH:6]([C:16]#[N:17])[C:5]=2[CH:4]=[CH:3][CH:2]=1.[H-].[Na+].Br[CH2:21][CH2:22][CH2:23][Cl:24].O. (4) Given the product [CH2:24]([N:23]([CH2:26][CH3:27])[S:20]([C:16]1[CH:17]=[CH:18][CH:19]=[C:14]([N:9]2[CH:10]=[CH:11][C:12](=[O:13])[C:7]([C:5]3[N:39]([C:34]4[CH:35]=[CH:36][CH:37]=[C:38]5[C:33]=4[CH:32]=[CH:31][CH:30]=[N:29]5)[N:40]=[CH:3][CH:4]=3)=[N:8]2)[CH:15]=1)(=[O:22])=[O:21])[CH3:25], predict the reactants needed to synthesize it. The reactants are: CN(C)/[CH:3]=[CH:4]/[C:5]([C:7]1[C:12](=[O:13])[CH:11]=[CH:10][N:9]([C:14]2[CH:15]=[C:16]([S:20]([N:23]([CH2:26][CH3:27])[CH2:24][CH3:25])(=[O:22])=[O:21])[CH:17]=[CH:18][CH:19]=2)[N:8]=1)=O.[N:29]1[C:38]2[C:33](=[C:34]([NH:39][NH2:40])[CH:35]=[CH:36][CH:37]=2)[CH:32]=[CH:31][CH:30]=1. (5) Given the product [F:47][C:44]1[CH:45]=[C:46]2[C:41](=[CH:42][CH:43]=1)[NH:40][CH:39]=[C:38]2[CH2:37][CH2:36][CH2:35][CH2:34][N:4]1[CH2:5][CH2:6][N:1]([C:7]2[CH:12]=[CH:11][C:10]([N:13]3[CH:18]=[CH:17][C:16]4[O:19][CH:20]=[CH:21][C:15]=4[C:14]3=[O:22])=[CH:9][CH:8]=2)[CH2:2][CH2:3]1, predict the reactants needed to synthesize it. The reactants are: [N:1]1([C:7]2[CH:12]=[CH:11][C:10]([N:13]3[CH:18]=[CH:17][C:16]4[O:19][CH:20]=[CH:21][C:15]=4[C:14]3=[O:22])=[CH:9][CH:8]=2)[CH2:6][CH2:5][NH:4][CH2:3][CH2:2]1.CC1C=CC(S(O[CH2:34][CH2:35][CH2:36][CH2:37][C:38]2[C:46]3[C:41](=[CH:42][CH:43]=[C:44]([F:47])[CH:45]=3)[NH:40][CH:39]=2)(=O)=O)=CC=1.C(=O)([O-])[O-].[K+].[K+].[I-].[K+]. (6) Given the product [F:31][CH:29]([F:30])[C:27]1[CH:28]=[C:23]([N:19]2[C:18]3[C:34]([CH3:35])=[C:14]([O:13][C@H:10]4[CH2:11][CH2:12][N:8]([C:6]([CH:47]5[CH2:48][CH2:49][S:44](=[O:53])(=[O:43])[CH2:45][CH2:46]5)=[O:5])[CH2:9]4)[CH:15]=[CH:16][C:17]=3[O:22][CH2:21][CH2:20]2)[CH:24]=[N:25][C:26]=1[O:32][CH3:33], predict the reactants needed to synthesize it. The reactants are: C([O:5][C:6]([N:8]1[CH2:12][CH2:11][C@H:10]([O:13][C:14]2[CH:15]=[CH:16][C:17]3[O:22][CH2:21][CH2:20][N:19]([C:23]4[CH:24]=[N:25][C:26]([O:32][CH3:33])=[C:27]([CH:29]([F:31])[F:30])[CH:28]=4)[C:18]=3[C:34]=2[CH3:35])[CH2:9]1)=O)(C)(C)C.C(O)(C(F)(F)F)=O.[O:43]=[S:44]1(=[O:53])[CH2:49][CH2:48][CH:47](C(O)=O)[CH2:46][CH2:45]1.CCN(CC)CC.C(Cl)CCl.C1C=CC2N(O)N=NC=2C=1.